This data is from M1 muscarinic receptor agonist screen with 61,833 compounds. The task is: Binary Classification. Given a drug SMILES string, predict its activity (active/inactive) in a high-throughput screening assay against a specified biological target. (1) The drug is s1c2c(CCC2)c2c1ncn(c2=O)CC(OCC)=O. The result is 0 (inactive). (2) The compound is O(C(=O)C=1C(NC(=O)NC1C)c1ccc(N(C)C)cc1)CC. The result is 0 (inactive).